This data is from Forward reaction prediction with 1.9M reactions from USPTO patents (1976-2016). The task is: Predict the product of the given reaction. (1) Given the reactants Cl.Cl.[F:3][C:4]1[CH:5]=[CH:6][CH:7]=[C:8]2[C:12]=1[N:11]([C:13]1[N:17]=[C:16]([CH:18]3[CH2:23][CH2:22][N:21]([CH:24]4[CH2:29][CH2:28][NH:27][CH2:26][CH2:25]4)[CH2:20][CH2:19]3)[O:15][N:14]=1)[N:10]=[C:9]2[CH:30](C)[CH3:31].Cl.Cl.C(C1C2C(=C(F)C=CC=2)N([C:47]2[N:51]=[C:50](C3CCN(C[C@H]4CCNC4)CC3)[O:49]N=2)N=1)C, predict the reaction product. The product is: [CH2:30]([C:9]1[C:8]2[C:12](=[C:4]([F:3])[CH:5]=[CH:6][CH:7]=2)[N:11]([C:13]2[N:17]=[C:16]([CH:18]3[CH2:19][CH2:20][N:21]([CH2:24][C@H:29]4[CH2:25][CH2:26][N:27]([C:50]([NH:51][CH3:47])=[O:49])[CH2:28]4)[CH2:22][CH2:23]3)[O:15][N:14]=2)[N:10]=1)[CH3:31]. (2) Given the reactants [NH2:1][C:2]1[N:10]=[C:9]([Cl:11])[CH:8]=[CH:7][C:3]=1[C:4]([OH:6])=O.[F:12][C:13]1[CH:20]=[CH:19][CH:18]=[CH:17][C:14]=1[CH2:15][NH2:16].C(N(CC)CC)C.CN([P+](ON1N=NC2C=CC=CC1=2)(N(C)C)N(C)C)C.F[P-](F)(F)(F)(F)F, predict the reaction product. The product is: [F:12][C:13]1[CH:20]=[CH:19][CH:18]=[CH:17][C:14]=1[CH2:15][NH:16][C:4](=[O:6])[C:3]1[CH:7]=[CH:8][C:9]([Cl:11])=[N:10][C:2]=1[NH2:1].